Task: Predict which catalyst facilitates the given reaction.. Dataset: Catalyst prediction with 721,799 reactions and 888 catalyst types from USPTO Reactant: [F:1][CH:2]([F:19])[O:3][C:4]1[CH:9]=[CH:8][CH:7]=[CH:6][C:5]=1B1OC(C)(C)C(C)(C)O1.[Br:20][C:21]1[CH:22]=[C:23]2[C:29](I)=[N:28][N:27]([CH2:31][O:32][CH2:33][CH2:34][Si:35]([CH3:38])([CH3:37])[CH3:36])[C:24]2=[N:25][CH:26]=1.C(=O)([O-])[O-].[Na+].[Na+].C(#N)C. Product: [Br:20][C:21]1[CH:22]=[C:23]2[C:29]([C:5]3[CH:6]=[CH:7][CH:8]=[CH:9][C:4]=3[O:3][CH:2]([F:1])[F:19])=[N:28][N:27]([CH2:31][O:32][CH2:33][CH2:34][Si:35]([CH3:38])([CH3:37])[CH3:36])[C:24]2=[N:25][CH:26]=1. The catalyst class is: 1.